Dataset: Full USPTO retrosynthesis dataset with 1.9M reactions from patents (1976-2016). Task: Predict the reactants needed to synthesize the given product. (1) Given the product [C:1]([O:5][C:6]([N:8]1[CH2:12][C@:11]([CH2:14][NH2:15])([F:13])[CH2:10][C@H:9]1[C:18](=[O:29])[NH:19][CH2:20][C:21]1[CH:26]=[CH:25][CH:24]=[C:23]([Cl:27])[C:22]=1[F:28])=[O:7])([CH3:4])([CH3:2])[CH3:3], predict the reactants needed to synthesize it. The reactants are: [C:1]([O:5][C:6]([N:8]1[CH2:12][C@:11]([CH2:14][N:15]=[N+]=[N-])([F:13])[CH2:10][C@H:9]1[C:18](=[O:29])[NH:19][CH2:20][C:21]1[CH:26]=[CH:25][CH:24]=[C:23]([Cl:27])[C:22]=1[F:28])=[O:7])([CH3:4])([CH3:3])[CH3:2].P(C)(C)C. (2) The reactants are: [I:1][C:2]1[CH:3]=[C:4]([CH:8]([C:10]2[CH:15]=[CH:14][C:13]([CH3:16])=[CH:12][CH:11]=2)O)[CH:5]=[CH:6][CH:7]=1.S(Cl)([Cl:19])=O. Given the product [Cl:19][CH:8]([C:4]1[CH:5]=[CH:6][CH:7]=[C:2]([I:1])[CH:3]=1)[C:10]1[CH:15]=[CH:14][C:13]([CH3:16])=[CH:12][CH:11]=1, predict the reactants needed to synthesize it. (3) Given the product [OH:33][C:31]1[C:30]2[C:25](=[C:26]([OH:41])[CH:27]=[C:28]([CH2:34][CH2:35][CH2:36][CH2:37][CH2:38][CH2:39][CH3:40])[CH:29]=2)[N:24]=[C:23]([C:21]([OH:22])=[O:20])[CH:32]=1, predict the reactants needed to synthesize it. The reactants are: COC(C1C=C(O)C2C(=C(OC)C=C(Br)C=2)N=1)=O.C[O:20][C:21]([C:23]1[CH:32]=[C:31]([OH:33])[C:30]2[C:25](=[C:26]([O:41]C)[CH:27]=[C:28]([CH2:34][CH2:35][CH2:36][CH2:37][CH2:38][CH2:39][CH3:40])[CH:29]=2)[N:24]=1)=[O:22]. (4) Given the product [Br:8][C:22]1[C:23]([O:25][CH3:26])=[CH:24][C:19]([CH2:18][CH2:17][O:16][Si:13]([C:9]([CH3:11])([CH3:10])[CH3:12])([CH3:14])[CH3:15])=[C:20]([CH2:27][CH3:28])[CH:21]=1, predict the reactants needed to synthesize it. The reactants are: C1C(=O)N([Br:8])C(=O)C1.[C:9]([Si:13]([O:16][CH2:17][CH2:18][C:19]1[CH:24]=[C:23]([O:25][CH3:26])[CH:22]=[CH:21][C:20]=1[CH2:27][CH3:28])([CH3:15])[CH3:14])([CH3:12])([CH3:11])[CH3:10].O. (5) Given the product [CH3:1][O:2][C:3]1[CH:12]=[C:11]2[C:6]([CH2:7][CH2:8][C@@H:9]([N:13]([CH2:14][CH2:15][CH3:16])[CH2:17][CH2:18][CH:19]3[CH2:24][CH2:23][N:22]([C:38]([CH:35]4[CH2:36][CH2:37][NH:32][CH2:33][CH2:34]4)=[O:39])[CH2:21][CH2:20]3)[CH2:10]2)=[CH:5][CH:4]=1, predict the reactants needed to synthesize it. The reactants are: [CH3:1][O:2][C:3]1[CH:12]=[C:11]2[C:6]([CH2:7][CH2:8][C@@H:9]([N:13]([CH2:17][CH2:18][CH:19]3[CH2:24][CH2:23][NH:22][CH2:21][CH2:20]3)[CH2:14][CH2:15][CH3:16])[CH2:10]2)=[CH:5][CH:4]=1.C(OC([N:32]1[CH2:37][CH2:36][CH:35]([C:38](O)=[O:39])[CH2:34][CH2:33]1)=O)(C)(C)C.CCN=C=NCCCN(C)C.C1C=CC2N(O)N=NC=2C=1.C(N(CC)CC)C. (6) Given the product [Cl:28][C:29]1[N:34]=[CH:33][C:32]([O:35][CH2:2][C:3]2[C:8]([C:9]([O:11][C:12]([CH3:15])([CH3:13])[CH3:14])=[O:10])=[C:7]([OH:16])[C:6]([C:24]([F:25])([F:26])[F:27])=[CH:5][CH:4]=2)=[CH:31][CH:30]=1, predict the reactants needed to synthesize it. The reactants are: Br[CH2:2][C:3]1[C:8]([C:9]([O:11][C:12]([CH3:15])([CH3:14])[CH3:13])=[O:10])=[C:7]([O:16]C(OC(C)(C)C)=O)[C:6]([C:24]([F:27])([F:26])[F:25])=[CH:5][CH:4]=1.[Cl:28][C:29]1[N:34]=[CH:33][C:32]([OH:35])=[CH:31][CH:30]=1. (7) Given the product [C:36]([C:2]1[CH:7]=[CH:6][C:5]([C:8]2[N:9]([C:24]3[CH:25]=[CH:26][C:27]([Cl:30])=[CH:28][CH:29]=3)[C:10](=[O:23])[C:11]3[CH:16]=[N:15][N:14]([C:17]4[CH:22]=[CH:21][CH:20]=[CH:19][CH:18]=4)[C:12]=3[N:13]=2)=[CH:4][CH:3]=1)(=[O:38])[CH3:37], predict the reactants needed to synthesize it. The reactants are: Br[C:2]1[CH:7]=[CH:6][C:5]([C:8]2[N:9]([C:24]3[CH:29]=[CH:28][C:27]([Cl:30])=[CH:26][CH:25]=3)[C:10](=[O:23])[C:11]3[CH:16]=[N:15][N:14]([C:17]4[CH:22]=[CH:21][CH:20]=[CH:19][CH:18]=4)[C:12]=3[N:13]=2)=[CH:4][CH:3]=1.C([Sn](CCCC)(CCCC)[C:36]([O:38]CC)=[CH2:37])CCC. (8) Given the product [OH:1][C@@H:2]1[CH2:6][CH2:5][N:4]([C:7]2[C:26]([C:27]3[NH:42][N:41]=[C:29]([CH3:30])[CH:28]=3)=[CH:25][C:10]([C:11]([NH:13][C:14]3[CH:15]=[CH:16][C:17]([O:20][C:21]([F:22])([F:24])[F:23])=[CH:18][CH:19]=3)=[O:12])=[CH:9][N:8]=2)[CH2:3]1, predict the reactants needed to synthesize it. The reactants are: [OH:1][C@@H:2]1[CH2:6][CH2:5][N:4]([C:7]2[C:26](/[CH:27]=[CH:28]/[C:29](=O)[CH3:30])=[CH:25][C:10]([C:11]([NH:13][C:14]3[CH:19]=[CH:18][C:17]([O:20][C:21]([F:24])([F:23])[F:22])=[CH:16][CH:15]=3)=[O:12])=[CH:9][N:8]=2)[CH2:3]1.C1(C)C=CC(S([NH:41][NH2:42])(=O)=O)=CC=1.CCO.C[O-].[Na+]. (9) Given the product [Cl:1][C:2]1[C:10]([C:11]#[N:12])=[CH:9][CH:8]=[C:7]2[C:3]=1[CH:4]=[C:5]([CH:13]([F:14])[F:15])[N:6]2[CH2:17][CH2:18][O:19][C:20]1[CH:25]=[N:24][C:23]([F:26])=[CH:22][CH:21]=1, predict the reactants needed to synthesize it. The reactants are: [Cl:1][C:2]1[C:10]([C:11]#[N:12])=[CH:9][CH:8]=[C:7]2[C:3]=1[CH:4]=[C:5]([CH:13]([F:15])[F:14])[NH:6]2.Br[CH2:17][CH2:18][O:19][C:20]1[CH:21]=[CH:22][C:23]([F:26])=[N:24][CH:25]=1. (10) Given the product [Cl:18][C:8]1[C:9]2[CH2:14][CH2:13][CH2:12][C:10]=2[N:11]=[C:6]([CH:1]2[CH2:5][CH2:4][CH2:3][CH2:2]2)[N:7]=1, predict the reactants needed to synthesize it. The reactants are: [CH:1]1([C:6]2[NH:7][C:8](=O)[C:9]3[CH2:14][CH2:13][CH2:12][C:10]=3[N:11]=2)[CH2:5][CH2:4][CH2:3][CH2:2]1.O=P(Cl)(Cl)[Cl:18].